Dataset: Full USPTO retrosynthesis dataset with 1.9M reactions from patents (1976-2016). Task: Predict the reactants needed to synthesize the given product. Given the product [Cl:1][C:2]1[N:10]=[C:9]2[C:5]([N:6]=[CH:7][N:8]2[CH:11]2[CH2:16][CH2:15][CH2:14][CH2:13][O:12]2)=[C:4]([NH2:18])[N:3]=1, predict the reactants needed to synthesize it. The reactants are: [Cl:1][C:2]1[N:10]=[C:9]2[C:5]([N:6]=[CH:7][N:8]2[CH:11]2[CH2:16][CH2:15][CH2:14][CH2:13][O:12]2)=[C:4](Cl)[N:3]=1.[NH3:18].O.